From a dataset of Reaction yield outcomes from USPTO patents with 853,638 reactions. Predict the reaction yield, written as a fraction of the theoretical maximum amount of product (1.0 means a 100% yield; for example, 0.34 means a 34% yield). (1) The reactants are [Cl:1][C:2]1[C:3]([O:12][C:13]2[CH:18]=[C:17]([O:19][CH:20]([CH2:25][O:26][CH2:27][CH3:28])[CH2:21][O:22][CH2:23][CH3:24])[CH:16]=[CH:15][C:14]=2[CH2:29][CH2:30][CH2:31][OH:32])=[N:4][CH:5]=[C:6]([C:8]([F:11])([F:10])[F:9])[CH:7]=1.Cl[S:34]([N:37]=[C:38]=[O:39])(=[O:36])=[O:35].N1C=CC=CC=1.[CH:46]([O:49][CH2:50][CH2:51][NH2:52])([CH3:48])[CH3:47]. The catalyst is C1(C)C=CC=CC=1.O. The product is [CH:46]([O:49][CH2:50][CH2:51][NH:52][S:34]([NH:37][C:38](=[O:39])[O:32][CH2:31][CH2:30][CH2:29][C:14]1[CH:15]=[CH:16][C:17]([O:19][CH:20]([CH2:25][O:26][CH2:27][CH3:28])[CH2:21][O:22][CH2:23][CH3:24])=[CH:18][C:13]=1[O:12][C:3]1[C:2]([Cl:1])=[CH:7][C:6]([C:8]([F:10])([F:9])[F:11])=[CH:5][N:4]=1)(=[O:36])=[O:35])([CH3:48])[CH3:47]. The yield is 0.200. (2) The reactants are [C:1]([O:5][C:6]([C:8]1([C:13]([O:15]C(C)(C)C)=[O:14])[CH2:10][CH:9]1[CH2:11][CH3:12])=[O:7])([CH3:4])([CH3:3])[CH3:2].CC(C)([O-])C.[K+]. The catalyst is C(OCC)C.O. The product is [C:1]([O:5][C:6]([C:8]1([C:13]([OH:15])=[O:14])[CH2:10][CH:9]1[CH2:11][CH3:12])=[O:7])([CH3:2])([CH3:3])[CH3:4]. The yield is 0.690. (3) The reactants are [C:1]1([S:11]([NH2:14])(=[O:13])=[O:12])[C:2]([S:7]([NH2:10])(=[O:9])=[O:8])=[CH:3][CH:4]=[CH:5][CH:6]=1.Br[C:16]1[CH:24]=[CH:23][C:19]([C:20]([OH:22])=O)=[CH:18][CH:17]=1.Cl.CN(C)[CH2:28][CH2:29][CH2:30]N=C=NCC. The catalyst is CN(C)C1C=CN=CC=1.CN(C)C=O.O. The product is [S:7]([C:2]1[CH:3]=[CH:4][CH:5]=[CH:6][C:1]=1[S:11]([NH:14][C:20](=[O:22])[C:19]1[CH:18]=[CH:17][C:16]([C:4]#[C:3][C:2]2[CH:1]=[CH:6][CH:5]=[CH:30][C:29]=2[CH3:28])=[CH:24][CH:23]=1)(=[O:13])=[O:12])(=[O:9])(=[O:8])[NH2:10]. The yield is 0.430.